This data is from Catalyst prediction with 721,799 reactions and 888 catalyst types from USPTO. The task is: Predict which catalyst facilitates the given reaction. Reactant: C(OC([N:8]1[CH2:12][C@H:11]([CH2:13][NH:14][CH:15]([CH3:17])[CH3:16])[C@@H:10]([CH2:18][C:19]2[CH:24]=[CH:23][CH:22]=[CH:21][CH:20]=2)[CH2:9]1)=O)(C)(C)C.[CH3:25][O:26][CH2:27][CH2:28][CH2:29][N:30]1[C:34]2[CH:35]=[C:36]([C:39](O)=[O:40])[CH:37]=[CH:38][C:33]=2[N:32]=[CH:31]1.CC#N.O.CC#N. Product: [CH2:18]([C@@H:10]1[CH2:9][NH:8][CH2:12][C@H:11]1[CH2:13][N:14]([CH:15]([CH3:16])[CH3:17])[C:39]([C:36]1[CH:37]=[CH:38][C:33]2[N:32]=[CH:31][N:30]([CH2:29][CH2:28][CH2:27][O:26][CH3:25])[C:34]=2[CH:35]=1)=[O:40])[C:19]1[CH:20]=[CH:21][CH:22]=[CH:23][CH:24]=1. The catalyst class is: 6.